Dataset: Forward reaction prediction with 1.9M reactions from USPTO patents (1976-2016). Task: Predict the product of the given reaction. The product is: [F:1][C:2]1[C:3]2=[N:22][O:21][C:20]([CH3:23])=[C:4]2[N:5]=[C:6]2[NH:26][C:29](=[O:38])[N:8]([C:9]3[CH:14]=[CH:13][C:12]([I:15])=[CH:11][C:10]=3[F:16])[C:7]=12. Given the reactants [F:1][C:2]1[C:3]2[C:4](=[C:20]([CH3:23])[O:21][N:22]=2)[N:5]=[C:6](C(O)=O)[C:7]=1[NH:8][C:9]1[CH:14]=[CH:13][C:12]([I:15])=[CH:11][C:10]=1[F:16].C([N:26]([CH2:29]C)CC)C.C1(P(N=[N+]=[N-])(C2C=CC=CC=2)=[O:38])C=CC=CC=1, predict the reaction product.